From a dataset of Experimentally validated miRNA-target interactions with 360,000+ pairs, plus equal number of negative samples. Binary Classification. Given a miRNA mature sequence and a target amino acid sequence, predict their likelihood of interaction. (1) The miRNA is hsa-miR-423-5p with sequence UGAGGGGCAGAGAGCGAGACUUU. The protein sequence of the target gene is MTPWLGLIVLLGSWSLGDWGAEACTCSPSHPQDAFCNSDIVIRAKVVGKKLVKEGPFGTLVYTIKQMKMYRGFTKMPHVQYIHTEASESLCGLKLEVNKYQYLLTGRVYDGKMYTGLCNFVERWDQLTLSQRKGLNYRYHLGCNCKIKSCYYLPCFVTSKNECLWTDMLSNFGYPGYQSKHYACIRQKGGYCSWYRGWAPPDKSIINATDP. Result: 1 (interaction). (2) The miRNA is hsa-miR-4795-5p with sequence AGAAGUGGCUAAUAAUAUUGA. The protein sequence of the target gene is MGEAPSPAPALWDWDYLDRCFARHRVCISFGLWICASSCWIAAHALLLYLRCAQKPRQDQSALCAACCLLTSLCDTVGALLARQLTIQVFTGAYLAAIDLVNFMFILFPVCGSKFKSNSDREARERKRRRQLRASVFALALPLSLGPCWALWVAVPKASATIRGPQRRLLASLLQENTEILGYLLGSVAAFGSWASRIPPLSRIAPPPTLGITTQHEIWRGQMSKPSQSPSRSPSGHWRAAAQRQVLGTEMCRGKTFPSIHLWTRLLSALAGLLYASAIVAHDQHPEYLLRATPWFLTSL.... Result: 1 (interaction).